From a dataset of Forward reaction prediction with 1.9M reactions from USPTO patents (1976-2016). Predict the product of the given reaction. Given the reactants [CH2:1]([NH:8][C:9]([C:11]1[S:15][C:14]([N:16]2[CH2:20][CH2:19][CH2:18][C:17]2=[O:21])=[N:13][C:12]=1[CH3:22])=[O:10])[C:2]1[CH:7]=[CH:6][CH:5]=[CH:4][CH:3]=1.Br[CH2:24][C:25]1[CH:30]=[CH:29][C:28]([O:31][CH:32]([F:34])[F:33])=[CH:27][CH:26]=1, predict the reaction product. The product is: [CH2:1]([NH:8][C:9]([C:11]1[S:15][C:14]([N:16]2[CH2:20][CH2:19][CH:18]([CH2:24][C:25]3[CH:26]=[CH:27][C:28]([O:31][CH:32]([F:33])[F:34])=[CH:29][CH:30]=3)[C:17]2=[O:21])=[N:13][C:12]=1[CH3:22])=[O:10])[C:2]1[CH:7]=[CH:6][CH:5]=[CH:4][CH:3]=1.